This data is from TCR-epitope binding with 47,182 pairs between 192 epitopes and 23,139 TCRs. The task is: Binary Classification. Given a T-cell receptor sequence (or CDR3 region) and an epitope sequence, predict whether binding occurs between them. (1) The epitope is KLPDDFTGCV. The TCR CDR3 sequence is CASSRAGGTASYEQYF. Result: 0 (the TCR does not bind to the epitope). (2) The epitope is RLQSLQTYV. The TCR CDR3 sequence is CASSLGLHQETQYF. Result: 0 (the TCR does not bind to the epitope).